Dataset: Reaction yield outcomes from USPTO patents with 853,638 reactions. Task: Predict the reaction yield, written as a fraction of the theoretical maximum amount of product (1.0 means a 100% yield; for example, 0.34 means a 34% yield). The reactants are [CH3:1][O:2][C:3]1[CH:4]=[C:5]2[C:10](=[CH:11][C:12]=1[O:13][CH3:14])[N:9]=[CH:8][N:7]=[C:6]2[O:15][C:16]1[CH:22]=[CH:21][C:19]([NH2:20])=[CH:18][CH:17]=1.C1(C)C=CC=CC=1.C(N(CC)CC)C.Cl[C:38](Cl)([O:40]C(=O)OC(Cl)(Cl)Cl)Cl.[F:49][C:50]1[CH:51]=[C:52]([CH:56]=[CH:57][CH:58]=1)[CH:53]([OH:55])[CH3:54]. The catalyst is C(Cl)Cl. The product is [CH3:1][O:2][C:3]1[CH:4]=[C:5]2[C:10](=[CH:11][C:12]=1[O:13][CH3:14])[N:9]=[CH:8][N:7]=[C:6]2[O:15][C:16]1[CH:22]=[CH:21][C:19]([NH:20][C:38](=[O:40])[O:55][CH:53]([C:52]2[CH:56]=[CH:57][CH:58]=[C:50]([F:49])[CH:51]=2)[CH3:54])=[CH:18][CH:17]=1. The yield is 0.360.